Dataset: Forward reaction prediction with 1.9M reactions from USPTO patents (1976-2016). Task: Predict the product of the given reaction. Given the reactants [CH3:1][O:2][C:3](=[O:14])[C:4]1[CH:9]=[C:8]([O:10][CH3:11])[CH:7]=[C:6]([O:12][CH3:13])[CH:5]=1.C1C(=O)N([Br:22])C(=O)C1.[O-]S([O-])=O.[Na+].[Na+], predict the reaction product. The product is: [CH3:1][O:2][C:3](=[O:14])[C:4]1[CH:5]=[C:6]([O:12][CH3:13])[CH:7]=[C:8]([O:10][CH3:11])[C:9]=1[Br:22].